This data is from Forward reaction prediction with 1.9M reactions from USPTO patents (1976-2016). The task is: Predict the product of the given reaction. (1) Given the reactants [CH3:1][N:2]1[C:6]([CH:7]=[O:8])=[CH:5][N:4]=[CH:3]1.[C:9]1([C:15]#[C:16][Mg]Br)[CH:14]=[CH:13][CH:12]=[CH:11][CH:10]=1.C1COCC1, predict the reaction product. The product is: [CH3:1][N:2]1[C:6]([CH:7]([OH:8])[C:16]#[C:15][C:9]2[CH:14]=[CH:13][CH:12]=[CH:11][CH:10]=2)=[CH:5][N:4]=[CH:3]1. (2) Given the reactants [O:1]=[C:2]1[C@H:11]2[C@H:6]([CH2:7][CH2:8][CH2:9][CH2:10]2)[N:5]([C:12]([O:14][CH2:15][C:16]2[CH:21]=[CH:20][CH:19]=[CH:18][CH:17]=2)=[O:13])[CH2:4][CH2:3]1.[C:22]1([Mg]Br)[CH:27]=[CH:26][CH:25]=[CH:24][CH:23]=1, predict the reaction product. The product is: [OH:1][C:2]1([C:22]2[CH:27]=[CH:26][CH:25]=[CH:24][CH:23]=2)[C@H:11]2[C@H:6]([CH2:7][CH2:8][CH2:9][CH2:10]2)[N:5]([C:12]([O:14][CH2:15][C:16]2[CH:21]=[CH:20][CH:19]=[CH:18][CH:17]=2)=[O:13])[CH2:4][CH2:3]1. (3) Given the reactants CS(O[CH2:6][CH:7]([NH:20][C:21]([O:23][C:24]([CH3:27])([CH3:26])[CH3:25])=[O:22])[CH2:8][NH:9][C:10]([O:12][CH2:13][C:14]1[CH:19]=[CH:18][CH:17]=[CH:16][CH:15]=1)=[O:11])(=O)=O.[N-:28]=[N+:29]=[N-:30].[Na+], predict the reaction product. The product is: [N:28]([CH2:6][CH:7]([NH:20][C:21](=[O:22])[O:23][C:24]([CH3:27])([CH3:26])[CH3:25])[CH2:8][NH:9][C:10](=[O:11])[O:12][CH2:13][C:14]1[CH:19]=[CH:18][CH:17]=[CH:16][CH:15]=1)=[N+:29]=[N-:30]. (4) Given the reactants [CH3:1][O:2][C:3]1[CH:4]=[N:5][C:6]2[C:11]([C:12]=1[CH:13]=[O:14])=[CH:10][CH:9]=[CH:8][N:7]=2.CCO.[BH4-].[Na+], predict the reaction product. The product is: [CH3:1][O:2][C:3]1[CH:4]=[N:5][C:6]2[C:11]([C:12]=1[CH2:13][OH:14])=[CH:10][CH:9]=[CH:8][N:7]=2. (5) Given the reactants CS(C)=O.[CH:5]1([NH:11][C:12]2[CH:21]=[C:20]3[C:15]([C:16](=[O:32])[C:17]([CH2:27][CH2:28][CH2:29][CH2:30][OH:31])=[CH:18][N:19]3[CH:22]3[CH2:26][CH2:25][CH2:24][CH2:23]3)=[CH:14][C:13]=2[F:33])[CH2:10][CH2:9][CH2:8][CH2:7][CH2:6]1.C(N(CC)CC)C.Cl, predict the reaction product. The product is: [CH:5]1([NH:11][C:12]2[CH:21]=[C:20]3[C:15]([C:16](=[O:32])[C:17]([CH2:27][CH2:28][CH2:29][CH:30]=[O:31])=[CH:18][N:19]3[CH:22]3[CH2:26][CH2:25][CH2:24][CH2:23]3)=[CH:14][C:13]=2[F:33])[CH2:6][CH2:7][CH2:8][CH2:9][CH2:10]1. (6) Given the reactants Cl.Cl.[NH:3]1[CH2:8][CH2:7][NH:6][CH2:5][CH:4]1[C:9]([OH:11])=[O:10].C(=O)(O)[O-].[Na+].[C:17]([O:21][C:22](O[C:22]([O:21][C:17]([CH3:20])([CH3:19])[CH3:18])=[O:23])=[O:23])([CH3:20])([CH3:19])[CH3:18], predict the reaction product. The product is: [C:17]([O:21][C:22]([N:6]1[CH2:7][CH2:8][NH:3][CH:4]([C:9]([OH:11])=[O:10])[CH2:5]1)=[O:23])([CH3:20])([CH3:19])[CH3:18]. (7) The product is: [OH:8][CH:7]([C:6]1[CH:9]=[CH:10][CH:11]=[C:4]([N+:1]([O-:3])=[O:2])[CH:5]=1)[C:16]#[N:17]. Given the reactants [N+:1]([C:4]1[CH:5]=[C:6]([CH:9]=[CH:10][CH:11]=1)[CH:7]=[O:8])([O-:3])=[O:2].C[Si]([C:16]#[N:17])(C)C.Cl.C(OCC)C, predict the reaction product. (8) Given the reactants [CH3:1][O:2][C:3]([C:5]1[CH:6]=[CH:7][C:8]2[C@:14]3([CH2:23][CH3:24])[CH2:15][CH2:16][C@:17]([OH:22])([CH2:19][CH2:20][CH3:21])[CH2:18][C@@H:13]3[CH2:12][CH2:11][CH2:10][C:9]=2[CH:25]=1)=[O:4].[CH3:26][O:27][C:28]([C:30]1[CH:31]=[CH:32][C:33]2[C@@:39]3([CH2:48][CH3:49])[CH2:40][CH2:41][C@@:42]([OH:47])([CH2:44][CH2:45][CH3:46])[CH2:43][C@H:38]3[CH2:37][CH2:36][CH2:35][C:34]=2[CH:50]=1)=[O:29].[I-].[K+].CC([O:57]O)(C)C, predict the reaction product. The product is: [CH3:1][O:2][C:3]([C:5]1[CH:6]=[CH:7][C:8]2[C@@:14]3([CH2:23][CH3:24])[CH2:15][CH2:16][C@@:17]([OH:22])([CH2:19][CH2:20][CH3:21])[CH2:18][C@H:13]3[CH2:12][CH2:11][C:10](=[O:27])[C:9]=2[CH:25]=1)=[O:4].[CH3:26][O:27][C:28]([C:30]1[CH:31]=[CH:32][C:33]2[C@:39]3([CH2:48][CH3:49])[CH2:40][CH2:41][C@:42]([OH:47])([CH2:44][CH2:45][CH3:46])[CH2:43][C@@H:38]3[CH2:37][CH2:36][C:35](=[O:57])[C:34]=2[CH:50]=1)=[O:29]. (9) Given the reactants C1([CH:4]([C:12]([CH:14]([CH:22]2[CH2:24]C2)C2C=CC=CC=2F)=[O:13])[C:5]2[CH:10]=[CH:9][CH:8]=[CH:7][C:6]=2[F:11])CC1.OO.[BrH:27].S([O-])([O-])(=O)=O.[Na+].[Na+], predict the reaction product. The product is: [Br:27][CH:4]([C:5]1[CH:10]=[CH:9][CH:8]=[CH:7][C:6]=1[F:11])[C:12]([CH:14]1[CH2:22][CH2:24]1)=[O:13]. (10) Given the reactants [CH2:1]([O:3][C:4](=[O:28])[C:5]1[CH:10]=[CH:9][CH:8]=[C:7]([N:11]2[C:15]([CH3:16])=[CH:14][CH:13]=[C:12]2[C:17]2[CH:22]=[C:21]([C:23]([F:26])([F:25])[F:24])[CH:20]=[CH:19][C:18]=2[OH:27])[CH:6]=1)[CH3:2].[Cl:29][C:30]1[CH:37]=[C:36]([F:38])[CH:35]=[CH:34][C:31]=1[CH2:32]Br.C(=O)([O-])[O-].[K+].[K+], predict the reaction product. The product is: [CH2:1]([O:3][C:4](=[O:28])[C:5]1[CH:10]=[CH:9][CH:8]=[C:7]([N:11]2[C:15]([CH3:16])=[CH:14][CH:13]=[C:12]2[C:17]2[CH:22]=[C:21]([C:23]([F:24])([F:26])[F:25])[CH:20]=[CH:19][C:18]=2[O:27][CH2:32][C:31]2[CH:34]=[CH:35][C:36]([F:38])=[CH:37][C:30]=2[Cl:29])[CH:6]=1)[CH3:2].